Dataset: Reaction yield outcomes from USPTO patents with 853,638 reactions. Task: Predict the reaction yield, written as a fraction of the theoretical maximum amount of product (1.0 means a 100% yield; for example, 0.34 means a 34% yield). (1) The reactants are [Br:1][C:2]1[CH:3]=[C:4]([NH:10][C:11]2[CH:15]=[C:14]([CH3:16])[NH:13][N:12]=2)[C:5](=[O:9])[N:6]([CH3:8])[CH:7]=1.Br[CH2:18][CH3:19].C([O-])([O-])=O.[K+].[K+]. The catalyst is CN(C=O)C. The product is [Br:1][C:2]1[CH:3]=[C:4]([NH:10][C:11]2[CH:15]=[C:14]([CH3:16])[N:13]([CH2:18][CH3:19])[N:12]=2)[C:5](=[O:9])[N:6]([CH3:8])[CH:7]=1. The yield is 0.370. (2) The reactants are [C:1]([C:3]1[C@@H:8]([C:9]2[CH:14]=[CH:13][C:12]([C:15]#[N:16])=[CH:11][C:10]=2[S:17]([CH3:20])(=[O:19])=[O:18])[N:7]([CH2:21][C:22](O)=[O:23])[C:6](=[O:25])[N:5]([C:26]2[CH:31]=[CH:30][CH:29]=[C:28]([C:32]([F:35])([F:34])[F:33])[CH:27]=2)[C:4]=1[CH3:36])#[N:2].CN(C(ON1N=NC2C=CC=NC1=2)=[N+](C)C)C.F[P-](F)(F)(F)(F)F.[NH:61]1[CH2:66][CH2:65][CH:64]([CH2:67][CH2:68][OH:69])[CH2:63][CH2:62]1.C(N(CC)C(C)C)(C)C. The catalyst is CN(C=O)C. The product is [C:15]([C:12]1[CH:13]=[CH:14][C:9]([C@@H:8]2[C:3]([C:1]#[N:2])=[C:4]([CH3:36])[N:5]([C:26]3[CH:31]=[CH:30][CH:29]=[C:28]([C:32]([F:34])([F:33])[F:35])[CH:27]=3)[C:6](=[O:25])[N:7]2[CH2:21][C:22]([N:61]2[CH2:66][CH2:65][CH:64]([CH2:67][CH2:68][OH:69])[CH2:63][CH2:62]2)=[O:23])=[C:10]([S:17]([CH3:20])(=[O:19])=[O:18])[CH:11]=1)#[N:16]. The yield is 0.480. (3) The reactants are [OH:1]O.[CH3:3][C:4]1([CH3:31])[O:9][C:8](=[O:10])[CH:7]([CH:11]([C:15]2[CH:20]=[CH:19][C:18]([S:21][CH2:22][C:23]3[CH:28]=[CH:27][CH:26]=[CH:25][C:24]=3[CH3:29])=[CH:17][CH:16]=2)[C:12]#[C:13][CH3:14])[C:6](=[O:30])[O:5]1.O.Cl. The catalyst is CC(O)=O. The product is [CH3:3][C:4]1([CH3:31])[O:9][C:8](=[O:10])[CH:7]([CH:11]([C:15]2[CH:20]=[CH:19][C:18]([S:21]([CH2:22][C:23]3[CH:28]=[CH:27][CH:26]=[CH:25][C:24]=3[CH3:29])=[O:1])=[CH:17][CH:16]=2)[C:12]#[C:13][CH3:14])[C:6](=[O:30])[O:5]1. The yield is 0.500. (4) The product is [Cl:39][C:33]1[CH:34]=[CH:35][CH:36]=[C:37]([F:38])[C:32]=1[C:9]1[C:8]([C:6]2[O:7][C:1]([CH3:2])=[N:4][N:5]=2)=[C:12]([C:13]2[CH:14]=[N:15][N:16]([C:22]3[CH:23]=[C:24]([NH:28][C:29](=[O:31])[CH3:30])[CH:25]=[CH:26][CH:27]=3)[C:17]=2[C:18]([F:20])([F:19])[F:21])[O:11][N:10]=1. The reactants are [C:1]([NH:4][NH:5][C:6]([C:8]1[C:9]([C:32]2[C:37]([F:38])=[CH:36][CH:35]=[CH:34][C:33]=2[Cl:39])=[N:10][O:11][C:12]=1[C:13]1[CH:14]=[N:15][N:16]([C:22]2[CH:23]=[C:24]([NH:28][C:29](=[O:31])[CH3:30])[CH:25]=[CH:26][CH:27]=2)[C:17]=1[C:18]([F:21])([F:20])[F:19])=[O:7])(=O)[CH3:2].C(OC(=O)C)(=O)C. The yield is 0.0800. The catalyst is C(O)(=O)C.O.